This data is from HIV replication inhibition screening data with 41,000+ compounds from the AIDS Antiviral Screen. The task is: Binary Classification. Given a drug SMILES string, predict its activity (active/inactive) in a high-throughput screening assay against a specified biological target. (1) The drug is COc1ccc2[nH]c3c(c2c1)C(=O)c1ccncc1C3=O. The result is 0 (inactive). (2) The molecule is CCOC(=O)C1=NN(c2ccccc2)C(=O)C1=CNC(=S)NN=C1C(=O)Nc2ccccc21. The result is 0 (inactive). (3) The drug is COc1ccc2[nH]c3c([N+](=O)[O-])ccc(NCCN(C)C)c3c(=N)c2c1. The result is 0 (inactive). (4) The compound is O=C1CCC2COC(c3ccccc3)N12. The result is 0 (inactive). (5) The molecule is N=C1NC(=O)NN=C(Cn2nc(-c3ccccc3)c3ccccc3c2=O)N1. The result is 0 (inactive).